The task is: Predict which catalyst facilitates the given reaction.. This data is from Catalyst prediction with 721,799 reactions and 888 catalyst types from USPTO. (1) Reactant: Cl.[NH2:2][CH2:3][CH2:4][N:5]1[C:9]2[CH:10]=[CH:11][CH:12]=[CH:13][C:8]=2[NH:7][C:6]1=[O:14].C(N(CC)CC)C.[CH3:22][S:23](Cl)(=[O:25])=[O:24]. Product: [O:14]=[C:6]1[N:5]([CH2:4][CH2:3][NH:2][S:23]([CH3:22])(=[O:25])=[O:24])[C:9]2[CH:10]=[CH:11][CH:12]=[CH:13][C:8]=2[NH:7]1. The catalyst class is: 1. (2) Reactant: Cl[CH2:2][CH2:3][CH2:4][CH2:5][C:6]([N:8]1[C:14]2[CH:15]=[CH:16][CH:17]=[CH:18][C:13]=2[C:12](=[O:19])[CH2:11][CH2:10][CH2:9]1)=[O:7].[C:20]([C:24]1[N:29]=[C:28]([N:30]2[CH2:35][CH2:34][NH:33][CH2:32][CH2:31]2)[CH:27]=[C:26]([C:36]([F:39])([F:38])[F:37])[N:25]=1)([CH3:23])([CH3:22])[CH3:21].[Na+].[Br-].C(N(C(C)C)CC)(C)C. Product: [C:20]([C:24]1[N:29]=[C:28]([N:30]2[CH2:31][CH2:32][N:33]([CH2:2][CH2:3][CH2:4][CH2:5][C:6]([N:8]3[C:14]4[CH:15]=[CH:16][CH:17]=[CH:18][C:13]=4[C:12](=[O:19])[CH2:11][CH2:10][CH2:9]3)=[O:7])[CH2:34][CH2:35]2)[CH:27]=[C:26]([C:36]([F:37])([F:38])[F:39])[N:25]=1)([CH3:23])([CH3:21])[CH3:22]. The catalyst class is: 60. (3) Reactant: [NH2:1][C:2]1[C:7]([Cl:8])=[C:6]([C:9]([F:12])([F:11])[F:10])[CH:5]=[CH:4][C:3]=1[OH:13].[C:14](O)(=[O:21])[C:15]1[CH:20]=[CH:19][N:18]=[CH:17][CH:16]=1.CCN=C=NCCCN(C)C.N1C=CC=CC=1. Product: [Cl:8][C:7]1[C:6]([C:9]([F:12])([F:10])[F:11])=[CH:5][CH:4]=[C:3]([OH:13])[C:2]=1[NH:1][C:14](=[O:21])[C:15]1[CH:20]=[CH:19][N:18]=[CH:17][CH:16]=1. The catalyst class is: 6. (4) The catalyst class is: 8. Product: [CH2:1]([C:3]1[C:10]([O:11][CH2:12][O:13][CH2:14][CH2:15][Si:16]([CH3:19])([CH3:18])[CH3:17])=[CH:9][CH:8]=[CH:7][C:4]=1[C:5](=[NH:6])[NH:26][OH:27])[CH3:2]. Reactant: [CH2:1]([C:3]1[C:10]([O:11][CH2:12][O:13][CH2:14][CH2:15][Si:16]([CH3:19])([CH3:18])[CH3:17])=[CH:9][CH:8]=[CH:7][C:4]=1[C:5]#[N:6])[CH3:2].C(=O)(O)[O-].[Na+].Cl.[NH2:26][OH:27]. (5) Reactant: [Cl:1][C:2]1[CH:9]=[C:8]([Cl:10])[CH:7]=[CH:6][C:3]=1[CH:4]=O.F[B-](F)(F)F.[CH:16]1([S+](C2C=CC=CC=2)C2C=CC=CC=2)[CH2:18][CH2:17]1.CC([O-:36])(C)C.[K+]. Product: [Cl:1][C:2]1[CH:9]=[C:8]([Cl:10])[CH:7]=[CH:6][C:3]=1[CH:4]1[CH2:18][CH2:16][C:17]1=[O:36]. The catalyst class is: 1. (6) Reactant: Br[C:2]1[CH:16]=[CH:15][C:5]([O:6][CH2:7][CH2:8][N:9]2[CH2:14][CH2:13][O:12][CH2:11][CH2:10]2)=[CH:4][CH:3]=1.[CH3:17][C:18]1([CH3:32])[CH2:23][O:22][B:21]([B:21]2[O:22][CH2:23][C:18]([CH3:32])([CH3:17])[CH2:19][O:20]2)[O:20][CH2:19]1.CC([O-])=O.[K+].C(OCC)(=O)C. Product: [CH3:17][C:18]1([CH3:32])[CH2:23][O:22][B:21]([C:2]2[CH:16]=[CH:15][C:5]([O:6][CH2:7][CH2:8][N:9]3[CH2:14][CH2:13][O:12][CH2:11][CH2:10]3)=[CH:4][CH:3]=2)[O:20][CH2:19]1. The catalyst class is: 75. (7) Reactant: [O:1]=[C:2]([NH:11][CH2:12][C@@H:13]([C:15]1[CH:20]=[CH:19][CH:18]=[CH:17][CH:16]=1)[CH3:14])[CH2:3][S:4][CH2:5][CH2:6][C:7]([O:9]C)=[O:8].[OH-].[Li+]. Product: [O:1]=[C:2]([NH:11][CH2:12][C@@H:13]([C:15]1[CH:16]=[CH:17][CH:18]=[CH:19][CH:20]=1)[CH3:14])[CH2:3][S:4][CH2:5][CH2:6][C:7]([OH:9])=[O:8]. The catalyst class is: 7. (8) Reactant: [CH2:1]([N:5]1[C:10]2=[CH:11][N:12]([CH2:14][C:15]3[CH:20]=[CH:19][C:18]([O:21][CH3:22])=[CH:17][CH:16]=3)[CH:13]=[C:9]2[C:8](=[O:23])[N:7]([CH3:24])[C:6]1=[O:25])[CH:2]([CH3:4])[CH3:3].[Cl:26]C(Cl)(Cl)C(Cl)(Cl)Cl.[Li+].C[Si]([N-][Si](C)(C)C)(C)C. Product: [Cl:26][C:13]1[N:12]([CH2:14][C:15]2[CH:20]=[CH:19][C:18]([O:21][CH3:22])=[CH:17][CH:16]=2)[CH:11]=[C:10]2[C:9]=1[C:8](=[O:23])[N:7]([CH3:24])[C:6](=[O:25])[N:5]2[CH2:1][CH:2]([CH3:4])[CH3:3]. The catalyst class is: 1.